Dataset: NCI-60 drug combinations with 297,098 pairs across 59 cell lines. Task: Regression. Given two drug SMILES strings and cell line genomic features, predict the synergy score measuring deviation from expected non-interaction effect. Drug 1: CN(CC1=CN=C2C(=N1)C(=NC(=N2)N)N)C3=CC=C(C=C3)C(=O)NC(CCC(=O)O)C(=O)O. Drug 2: C1CN(CCN1C(=O)CCBr)C(=O)CCBr. Cell line: COLO 205. Synergy scores: CSS=26.7, Synergy_ZIP=-5.01, Synergy_Bliss=1.31, Synergy_Loewe=-9.62, Synergy_HSA=0.944.